From a dataset of Human intestinal absorption (HIA) binary classification data from Hou et al.. Regression/Classification. Given a drug SMILES string, predict its absorption, distribution, metabolism, or excretion properties. Task type varies by dataset: regression for continuous measurements (e.g., permeability, clearance, half-life) or binary classification for categorical outcomes (e.g., BBB penetration, CYP inhibition). Dataset: hia_hou. (1) The molecule is CN1CCC(=C2c3ccccc3CCc3sccc32)CC1. The result is 1 (good absorption). (2) The drug is C#C[C@@]1(O)CC[C@@H]2[C@@H]3CCC4=CCCC[C@@H]4[C@@H]3CC[C@@]21C. The result is 1 (good absorption). (3) The drug is Cc1ncsc1CCCl. The result is 1 (good absorption). (4) The compound is O=C1CN(/N=C/c2ccc(-c3ccc([N+](=O)[O-])cc3)o2)C(=O)N1. The result is 1 (good absorption). (5) The molecule is CCC#CC[C@H](C)[C@@H](O)C#C[C@H]1[C@@H](O)C[C@H]2C/C(=C/COCC(=O)O)C[C@H]12. The result is 1 (good absorption). (6) The drug is COc1ccccc1OCCNC[C@@H](O)c1ccc(C)cc1S(N)(=O)=O. The result is 1 (good absorption). (7) The compound is C=C[C@@]12CC[C@@H](O[C@H]3C[C@@H](OC)[C@@H](O)[C@H](C)O3)C[C@]1(O)CC[C@@H]1[C@@H]2CC[C@]2(C)[C@H](C3=CC(=O)OC3)CC[C@@]12O. The result is 1 (good absorption). (8) The drug is CCOC(=O)[C@@H](CCc1ccccc1)N[C@H](C)C(=O)N1[C@H](C(=O)O)C[C@@H]2CCC[C@@H]21. The result is 1 (good absorption). (9) The molecule is COC(=O)[C@H](c1ccccc1)[C@@H]1CCCCN1. The result is 1 (good absorption). (10) The molecule is Cc1ccc(NC(=O)c2ccc(CN3CCN(C)CC3)cc2)cc1Nc1nccc(-c2cccnc2)n1. The result is 1 (good absorption).